Dataset: Full USPTO retrosynthesis dataset with 1.9M reactions from patents (1976-2016). Task: Predict the reactants needed to synthesize the given product. (1) Given the product [Br:1][C:2]1[CH:3]=[N:4][C:5]2[N:6]([N:8]=[C:9]([C:11]([N:20]3[CH2:19][CH2:18][N:17]4[N:21]=[N:22][CH:23]=[C:16]4[CH:15]3[CH3:14])=[O:13])[CH:10]=2)[CH:7]=1, predict the reactants needed to synthesize it. The reactants are: [Br:1][C:2]1[CH:3]=[N:4][C:5]2[N:6]([N:8]=[C:9]([C:11]([OH:13])=O)[CH:10]=2)[CH:7]=1.[CH3:14][CH:15]1[NH:20][CH2:19][CH2:18][N:17]2[N:21]=[N:22][CH:23]=[C:16]12. (2) Given the product [Cl:14][C:15]1[CH:20]=[CH:19][C:18]([CH:21]([C:6]2[CH:5]=[CH:4][C:3]([F:8])=[CH:2][CH:7]=2)[OH:22])=[CH:17][C:16]=1[S:23]([NH2:26])(=[O:25])=[O:24], predict the reactants needed to synthesize it. The reactants are: Br[C:2]1[CH:7]=[CH:6][CH:5]=[CH:4][C:3]=1[F:8].C([Li])(C)(C)C.[Cl:14][C:15]1[CH:20]=[CH:19][C:18]([CH:21]=[O:22])=[CH:17][C:16]=1[S:23]([NH2:26])(=[O:25])=[O:24]. (3) Given the product [CH2:29]([O:31][C:32](=[O:38])[C:33]([CH3:37])([CH3:36])[CH2:34][NH:35][C:4]([C:6]1[N:7]=[C:8]([C:27]#[N:28])[C:9]2[C:14]([C:15]=1[OH:16])=[CH:13][CH:12]=[C:11]([NH:17][C:18](=[O:26])[C:19]1[CH:20]=[CH:21][C:22]([F:25])=[CH:23][CH:24]=1)[CH:10]=2)=[O:5])[CH3:30], predict the reactants needed to synthesize it. The reactants are: C(O[C:4]([C:6]1[N:7]=[C:8]([C:27]#[N:28])[C:9]2[C:14]([C:15]=1[OH:16])=[CH:13][CH:12]=[C:11]([NH:17][C:18](=[O:26])[C:19]1[CH:24]=[CH:23][C:22]([F:25])=[CH:21][CH:20]=1)[CH:10]=2)=[O:5])C.[CH2:29]([O:31][C:32](=[O:38])[C:33]([CH3:37])([CH3:36])[CH2:34][NH2:35])[CH3:30]. (4) Given the product [CH2:1]([O:3][C:4]1[CH:9]=[CH:8][CH:7]=[CH:6][C:5]=1[CH2:10][CH2:11][I:37])[CH3:2], predict the reactants needed to synthesize it. The reactants are: [CH2:1]([O:3][C:4]1[CH:9]=[CH:8][CH:7]=[CH:6][C:5]=1[CH2:10][CH2:11]O)[CH3:2].C1C=CC(P(C2C=CC=CC=2)C2C=CC=CC=2)=CC=1.N1C=CN=C1.[I:37]I. (5) Given the product [CH2:35]([N:10]([CH2:8][CH3:9])[C:11]([C:13]1[CH:14]=[CH:15][C:16]2[CH:17]([CH:29]3[CH2:34][CH2:33][NH:32][CH2:31][CH2:30]3)[C:18]3[C:23]([O:24][C:25]=2[CH:26]=1)=[C:22]([OH:27])[CH:21]=[CH:20][CH:19]=3)=[O:12])[CH3:36], predict the reactants needed to synthesize it. The reactants are: C(O)(C(F)(F)F)=O.[CH2:8]([N:10]([CH2:35][CH3:36])[C:11]([C:13]1[CH:14]=[CH:15][C:16]2[CH:17]([CH:29]3[CH2:34][CH2:33][NH:32][CH2:31][CH2:30]3)[C:18]3[C:23]([O:24][C:25]=2[CH:26]=1)=[C:22]([O:27]C)[CH:21]=[CH:20][CH:19]=3)=[O:12])[CH3:9].B(Br)(Br)Br.CO. (6) Given the product [CH2:38]([O:37][C:36]([O:35][C:3]1([CH2:1][CH3:2])[C:8]2[CH:9]=[C:10]3[N:18]([C:19](=[O:20])[C:7]=2[CH2:6][O:5][C:4]1=[O:34])[CH2:17][C:16]1[C:15]([CH2:21][CH2:22][Si:23]([CH3:25])([CH3:24])[CH2:26][CH2:27][CH2:28][O:29][C:51]([C:47]2[S:46][CH:50]=[CH:49][CH:48]=2)=[O:52])=[C:14]2[CH:30]=[CH:31][CH:32]=[CH:33][C:13]2=[N:12][C:11]3=1)=[O:45])[C:39]1[CH:40]=[CH:41][CH:42]=[CH:43][CH:44]=1, predict the reactants needed to synthesize it. The reactants are: [CH2:1]([C:3]1([O:35][C:36](=[O:45])[O:37][CH2:38][C:39]2[CH:44]=[CH:43][CH:42]=[CH:41][CH:40]=2)[C:8]2[CH:9]=[C:10]3[N:18]([C:19](=[O:20])[C:7]=2[CH2:6][O:5][C:4]1=[O:34])[CH2:17][C:16]1[C:15]([CH2:21][CH2:22][Si:23]([CH2:26][CH2:27][CH2:28][OH:29])([CH3:25])[CH3:24])=[C:14]2[CH:30]=[CH:31][CH:32]=[CH:33][C:13]2=[N:12][C:11]3=1)[CH3:2].[S:46]1[CH:50]=[CH:49][CH:48]=[C:47]1[C:51](Cl)=[O:52]. (7) Given the product [CH3:20][O:22][C:2]1[CH:1]=[CH:6][CH:5]=[C:4]2[C:3]=1[C:12]([CH3:18])([CH3:17])[CH2:13][CH2:14][S:7]2, predict the reactants needed to synthesize it. The reactants are: [C:1]1(C)[CH:6]=[CH:5][C:4]([S:7](O)(=O)=O)=[CH:3][CH:2]=1.[C:12]1([CH3:18])[CH:17]=CC=[CH:14][CH:13]=1.O.[C:20](OCC)(=[O:22])C. (8) Given the product [NH2:18][C:17]1[C:12]2[C:11]([C:19]3[CH:24]=[CH:23][CH:22]=[C:21]([O:25][CH2:26][C:27]4[CH:32]=[CH:31][CH:30]=[CH:29][CH:28]=4)[CH:20]=3)=[C:10]([CH2:33][CH3:34])[N:9]([C@@H:7]3[CH2:6][C@H:5]([CH2:3][OH:2])[CH2:8]3)[C:13]=2[N:14]=[CH:15][N:16]=1, predict the reactants needed to synthesize it. The reactants are: C[O:2][C:3]([C@H:5]1[CH2:8][C@@H:7]([N:9]2[C:13]3[N:14]=[CH:15][N:16]=[C:17]([NH2:18])[C:12]=3[C:11]([C:19]3[CH:24]=[CH:23][CH:22]=[C:21]([O:25][CH2:26][C:27]4[CH:32]=[CH:31][CH:30]=[CH:29][CH:28]=4)[CH:20]=3)=[C:10]2[CH2:33][CH3:34])[CH2:6]1)=O.[H-].[Al+3].[Li+].[H-].[H-].[H-].